This data is from Catalyst prediction with 721,799 reactions and 888 catalyst types from USPTO. The task is: Predict which catalyst facilitates the given reaction. (1) Reactant: S(Cl)(Cl)=O.[CH2:5]([O:7][C:8]1[CH:16]=[CH:15][CH:14]=[CH:13][C:9]=1[C:10]([NH2:12])=O)[CH3:6]. Product: [CH2:5]([O:7][C:8]1[CH:16]=[CH:15][CH:14]=[CH:13][C:9]=1[C:10]#[N:12])[CH3:6]. The catalyst class is: 11. (2) Reactant: ClC(Cl)C.[CH3:5][O:6][C:7]1[CH:44]=[CH:43][C:10]([CH2:11][N:12]([CH2:34][C:35]2[CH:40]=[CH:39][C:38]([O:41][CH3:42])=[CH:37][CH:36]=2)[C:13]2[N:18]=[CH:17][C:16]([C:19]3[C:20]4[CH2:33][CH2:32][NH:31][C:21]=4[N:22]=[C:23]([N:25]4[CH2:30][CH2:29][O:28][CH2:27][CH2:26]4)[N:24]=3)=[CH:15][N:14]=2)=[CH:9][CH:8]=1.[CH2:45]([O:47][C:48](=[O:53])[CH2:49][N:50]=[C:51]=[O:52])[CH3:46].[Cl-].[NH4+]. Product: [CH2:45]([O:47][C:48](=[O:53])[CH2:49][NH:50][C:51]([N:31]1[C:21]2[N:22]=[C:23]([N:25]3[CH2:30][CH2:29][O:28][CH2:27][CH2:26]3)[N:24]=[C:19]([C:16]3[CH:15]=[N:14][C:13]([N:12]([CH2:11][C:10]4[CH:9]=[CH:8][C:7]([O:6][CH3:5])=[CH:44][CH:43]=4)[CH2:34][C:35]4[CH:36]=[CH:37][C:38]([O:41][CH3:42])=[CH:39][CH:40]=4)=[N:18][CH:17]=3)[C:20]=2[CH2:33][CH2:32]1)=[O:52])[CH3:46]. The catalyst class is: 66. (3) The catalyst class is: 8. Reactant: [CH3:1][N:2]([CH3:11])[C:3](=[O:10])[C@H:4]([C@@H:6]([CH3:9])[O:7][CH3:8])[NH2:5].S=[C:13]1[CH2:17][S:16][C:15](=[O:18])[NH:14]1. Product: [CH3:11][N:2]([CH3:1])[C:3](=[O:10])[C@H:4]([C@@H:6]([CH3:9])[O:7][CH3:8])[NH:5][C:13]1[CH2:17][S:16][C:15](=[O:18])[N:14]=1. (4) Product: [OH:30][C@H:28]([C@H:27]([NH:31][C:12]([C:11]1[C:10]2[C:5](=[CH:6][CH:7]=[CH:8][CH:9]=2)[N:4]=[C:3]([C:15]2[CH:20]=[CH:19][CH:18]=[CH:17][CH:16]=2)[C:2]=1[CH3:1])=[O:13])[C:21]1[CH:26]=[CH:25][CH:24]=[CH:23][CH:22]=1)[CH3:29]. Reactant: [CH3:1][C:2]1[C:3]([C:15]2[CH:20]=[CH:19][CH:18]=[CH:17][CH:16]=2)=[N:4][C:5]2[C:10]([C:11]=1[C:12](Cl)=[O:13])=[CH:9][CH:8]=[CH:7][CH:6]=2.[C:21]1([CH:27]([NH2:31])[CH:28]([OH:30])[CH3:29])[CH:26]=[CH:25][CH:24]=[CH:23][CH:22]=1.C(Cl)Cl. The catalyst class is: 23.